From a dataset of NCI-60 drug combinations with 297,098 pairs across 59 cell lines. Regression. Given two drug SMILES strings and cell line genomic features, predict the synergy score measuring deviation from expected non-interaction effect. (1) Drug 1: C1CN1P(=S)(N2CC2)N3CC3. Drug 2: CC1=C(C(=CC=C1)Cl)NC(=O)C2=CN=C(S2)NC3=CC(=NC(=N3)C)N4CCN(CC4)CCO. Cell line: OVCAR-4. Synergy scores: CSS=5.96, Synergy_ZIP=-0.694, Synergy_Bliss=1.05, Synergy_Loewe=-2.86, Synergy_HSA=-2.83. (2) Drug 1: C1=NC2=C(N=C(N=C2N1C3C(C(C(O3)CO)O)O)F)N. Drug 2: B(C(CC(C)C)NC(=O)C(CC1=CC=CC=C1)NC(=O)C2=NC=CN=C2)(O)O. Cell line: SN12C. Synergy scores: CSS=27.6, Synergy_ZIP=-5.72, Synergy_Bliss=-0.588, Synergy_Loewe=-27.3, Synergy_HSA=-0.980. (3) Drug 1: C1C(C(OC1N2C=NC3=C(N=C(N=C32)Cl)N)CO)O. Drug 2: CCCCCOC(=O)NC1=NC(=O)N(C=C1F)C2C(C(C(O2)C)O)O. Cell line: HOP-62. Synergy scores: CSS=4.78, Synergy_ZIP=-0.563, Synergy_Bliss=-5.64, Synergy_Loewe=-2.37, Synergy_HSA=-2.85. (4) Drug 1: CC1=C(C(=CC=C1)Cl)NC(=O)C2=CN=C(S2)NC3=CC(=NC(=N3)C)N4CCN(CC4)CCO. Drug 2: N.N.Cl[Pt+2]Cl. Cell line: HCT116. Synergy scores: CSS=50.7, Synergy_ZIP=-3.93, Synergy_Bliss=-2.33, Synergy_Loewe=0.627, Synergy_HSA=0.770. (5) Drug 1: C1=CC(=CC=C1CCCC(=O)O)N(CCCl)CCCl. Drug 2: CN(C(=O)NC(C=O)C(C(C(CO)O)O)O)N=O. Cell line: SNB-19. Synergy scores: CSS=17.5, Synergy_ZIP=-5.46, Synergy_Bliss=0.276, Synergy_Loewe=-0.156, Synergy_HSA=0.581. (6) Drug 1: C1=CC(=C2C(=C1NCCNCCO)C(=O)C3=C(C=CC(=C3C2=O)O)O)NCCNCCO. Drug 2: C(CC(=O)O)C(=O)CN.Cl. Cell line: UACC62. Synergy scores: CSS=26.3, Synergy_ZIP=-2.20, Synergy_Bliss=-2.76, Synergy_Loewe=-40.4, Synergy_HSA=-0.711.